Dataset: Reaction yield outcomes from USPTO patents with 853,638 reactions. Task: Predict the reaction yield, written as a fraction of the theoretical maximum amount of product (1.0 means a 100% yield; for example, 0.34 means a 34% yield). (1) The reactants are [CH3:1][C:2]1[C:11]2[C:6](=[CH:7][CH:8]=[CH:9][CH:10]=2)[C:5]([C:12]#[N:13])=[CH:4][CH:3]=1.C1C(=O)N([Br:21])C(=O)C1.CC(N=NC(C#N)(C)C)(C#N)C. The catalyst is C(Cl)(Cl)(Cl)Cl.O. The product is [Br:21][CH2:1][C:2]1[C:11]2[C:6](=[CH:7][CH:8]=[CH:9][CH:10]=2)[C:5]([C:12]#[N:13])=[CH:4][CH:3]=1. The yield is 0.520. (2) The reactants are [CH:1]([N:4]([CH2:15][C:16]1[CH:32]=[CH:31][CH:30]=[CH:29][C:17]=1[O:18][CH2:19][CH2:20][CH2:21][CH2:22][CH2:23][C:24]([O:26]CC)=[O:25])[C:5](=[O:14])[C:6]1[CH:11]=[CH:10][C:9]([CH2:12]C)=[CH:8][CH:7]=1)([CH3:3])[CH3:2].O.[OH-].[Li+].Cl. The catalyst is C1COCC1.O. The product is [CH:1]([N:4]([CH2:15][C:16]1[CH:32]=[CH:31][CH:30]=[CH:29][C:17]=1[O:18][CH2:19][CH2:20][CH2:21][CH2:22][CH2:23][C:24]([OH:26])=[O:25])[C:5](=[O:14])[C:6]1[CH:7]=[CH:8][C:9]([CH3:12])=[CH:10][CH:11]=1)([CH3:3])[CH3:2]. The yield is 0.690. (3) The reactants are [NH2:1][C:2]1[CH:3]=[C:4]([CH:21]=[CH:22][CH:23]=1)[O:5][C:6]1[CH:7]=[CH:8][C:9]2[N:10]([CH:12]=[C:13]([NH:15][C:16]([CH:18]3[CH2:20][CH2:19]3)=[O:17])[N:14]=2)[N:11]=1.[C:24]([C:26]1([C:32]2[CH:33]=[C:34]([CH:38]=[CH:39][CH:40]=2)[C:35](O)=[O:36])[CH2:31][CH2:30][O:29][CH2:28][CH2:27]1)#[N:25].Cl.CN(C)CCCN=C=NCC.ON1C2C=CC=CC=2N=N1.C(N(CC)CC)C. The catalyst is CN(C)C=O. The product is [C:24]([C:26]1([C:32]2[CH:33]=[C:34]([CH:38]=[CH:39][CH:40]=2)[C:35]([NH:1][C:2]2[CH:23]=[CH:22][CH:21]=[C:4]([O:5][C:6]3[CH:7]=[CH:8][C:9]4[N:10]([CH:12]=[C:13]([NH:15][C:16]([CH:18]5[CH2:20][CH2:19]5)=[O:17])[N:14]=4)[N:11]=3)[CH:3]=2)=[O:36])[CH2:27][CH2:28][O:29][CH2:30][CH2:31]1)#[N:25]. The yield is 0.580. (4) The yield is 0.630. The reactants are [CH3:1][C:2]1[C:16](=[O:17])[N:15]=[C:14]2[N:4]([C@@H:5]3[O:9][C@H:8]([CH2:10][OH:11])[C@@H:7]([OH:12])[C@@H:6]3[O:13]2)[CH:3]=1.[CH3:18][O:19][CH2:20][CH2:21][O:22]B([O:22][CH2:21][CH2:20][O:19][CH3:18])[O:22][CH2:21][CH2:20][O:19][CH3:18]. The catalyst is COCCO. The product is [CH3:18][O:19][CH2:20][CH2:21][O:22][C@@H:6]1[C@H:7]([OH:12])[C@@H:8]([CH2:10][OH:11])[O:9][C@H:5]1[N:4]1[CH:3]=[C:2]([CH3:1])[C:16](=[O:17])[NH:15][C:14]1=[O:13]. (5) The reactants are N([C:10]([CH3:16])(C)[C:11]([O:13][CH3:14])=O)=N[C:10](C)([CH3:16])[C:11]([O:13][CH3:14])=O.[OH2:17].CO.C[C:21](=[O:24])[CH2:22]C. The catalyst is CCCCCC. The product is [C:21]([O:24][CH:10]([CH3:16])[CH2:11][O:13][CH3:14])(=[O:17])[CH3:22]. The yield is 0.600. (6) The reactants are N1C=CC=CC=1.[Cl:7][C:8]1[CH:13]=[CH:12][NH:11][C:10](=[O:14])[CH:9]=1.[OH:15][C:16]([CH3:31])([CH3:30])[CH2:17][O:18][C:19]1[CH:24]=[CH:23][C:22](B(O)O)=[CH:21][C:20]=1[O:28][CH3:29]. The catalyst is C(Cl)Cl.CO. The product is [Cl:7][C:8]1[CH:13]=[CH:12][N:11]([C:22]2[CH:23]=[CH:24][C:19]([O:18][CH2:17][C:16]([OH:15])([CH3:31])[CH3:30])=[C:20]([O:28][CH3:29])[CH:21]=2)[C:10](=[O:14])[CH:9]=1. The yield is 0.628. (7) The reactants are [O:1]=[C:2]1[C:6]2([CH2:11][CH2:10][NH:9][CH2:8][CH2:7]2)[N:5]([C:12]2[CH:17]=[CH:16][CH:15]=[CH:14][CH:13]=2)[CH2:4][N:3]1[CH2:18][C:19]1[CH:20]=[C:21]([NH:25][S:26]([CH3:29])(=[O:28])=[O:27])[CH:22]=[CH:23][CH:24]=1.[I-].[Na+].C(=O)([O-])[O-].[K+].[K+].Cl[CH2:39][CH2:40][CH2:41][N:42]1[C:50]2[C:45](=[CH:46][CH:47]=[CH:48][CH:49]=2)[C:44]2([CH2:52][CH2:51]2)[C:43]1=[O:53]. The catalyst is CC(=O)CC. The product is [O:1]=[C:2]1[C:6]2([CH2:7][CH2:8][N:9]([CH2:39][CH2:40][CH2:41][N:42]3[C:50]4[C:45](=[CH:46][CH:47]=[CH:48][CH:49]=4)[C:44]4([CH2:52][CH2:51]4)[C:43]3=[O:53])[CH2:10][CH2:11]2)[N:5]([C:12]2[CH:13]=[CH:14][CH:15]=[CH:16][CH:17]=2)[CH2:4][N:3]1[CH2:18][C:19]1[CH:20]=[C:21]([NH:25][S:26]([CH3:29])(=[O:28])=[O:27])[CH:22]=[CH:23][CH:24]=1. The yield is 0.310. (8) The reactants are C([N:8]1[CH2:13][CH2:12][N:11]([C:14]2[CH:19]=[CH:18][CH:17]=[CH:16][CH:15]=2)[C:10](=[O:20])[CH2:9]1)C1C=CC=CC=1. The catalyst is [Pd].C(O)(=O)C. The product is [C:14]1([N:11]2[CH2:12][CH2:13][NH:8][CH2:9][C:10]2=[O:20])[CH:15]=[CH:16][CH:17]=[CH:18][CH:19]=1. The yield is 0.960.